Task: Predict the reactants needed to synthesize the given product.. Dataset: Full USPTO retrosynthesis dataset with 1.9M reactions from patents (1976-2016) (1) The reactants are: [NH2:1][C:2]1[CH:7]=[CH:6][CH:5]=[CH:4][C:3]=1[OH:8].[Na+].[I-].CN(C)[C:13]1[C:22]2[C:17](=CC=C[C:21]=2N(C)C)C=CC=1.Br[CH2:28][C:29]([O:31][C:32]([CH3:35])([CH3:34])[CH3:33])=[O:30]. Given the product [C:32]([O:31][C:29](=[O:30])[CH2:28][N:1]([CH2:28][C:29]([O:31][C:22]([CH3:21])([CH3:13])[CH3:17])=[O:30])[C:2]1[CH:7]=[CH:6][CH:5]=[CH:4][C:3]=1[OH:8])([CH3:35])([CH3:34])[CH3:33], predict the reactants needed to synthesize it. (2) Given the product [N+:1]([C:4]1[CH:21]=[C:20]([N+:22]([O-:24])=[O:23])[CH:19]=[CH:18][C:5]=1[O:6][NH2:7])([O-:3])=[O:2], predict the reactants needed to synthesize it. The reactants are: [N+:1]([C:4]1[CH:21]=[C:20]([N+:22]([O-:24])=[O:23])[CH:19]=[CH:18][C:5]=1[O:6][N:7]1C(=O)C2C(=CC=CC=2)C1=O)([O-:3])=[O:2].O.NN. (3) Given the product [CH3:25][O:24][C:21]1[CH:22]=[CH:23][C:8]2[C:7]([O:6][C:5]3[CH:26]=[CH:27][C:2](/[CH:37]=[CH:36]/[C:35]([O:39][C:40]([CH3:43])([CH3:42])[CH3:41])=[O:38])=[CH:3][CH:4]=3)=[C:11]([C:12]3[CH:17]=[CH:16][C:15]([O:18][CH3:19])=[CH:14][CH:13]=3)[S:10][C:9]=2[CH:20]=1, predict the reactants needed to synthesize it. The reactants are: Br[C:2]1[CH:27]=[CH:26][C:5]([O:6][C:7]2[C:8]3[CH:23]=[CH:22][C:21]([O:24][CH3:25])=[CH:20][C:9]=3[S:10][C:11]=2[C:12]2[CH:17]=[CH:16][C:15]([O:18][CH3:19])=[CH:14][CH:13]=2)=[CH:4][CH:3]=1.C(N(CC)CC)C.[C:35]([O:39][C:40]([CH3:43])([CH3:42])[CH3:41])(=[O:38])[CH:36]=[CH2:37]. (4) The reactants are: [C:1]([C:3]1[N:7]2[N:8]=[C:9]([C:12]3[CH:17]=[CH:16][C:15]([C:18]([N:20]4[CH2:25][CH2:24][O:23][CH2:22][CH2:21]4)=[O:19])=[CH:14][CH:13]=3)[CH:10]=[CH:11][C:6]2=[N:5][CH:4]=1)#[CH:2].I[C:27]1[CH:28]=[N:29][CH:30]=[CH:31][C:32]=1[CH3:33]. Given the product [CH3:33][C:32]1[CH:31]=[CH:30][N:29]=[CH:28][C:27]=1[C:2]#[C:1][C:3]1[N:7]2[N:8]=[C:9]([C:12]3[CH:13]=[CH:14][C:15]([C:18]([N:20]4[CH2:21][CH2:22][O:23][CH2:24][CH2:25]4)=[O:19])=[CH:16][CH:17]=3)[CH:10]=[CH:11][C:6]2=[N:5][CH:4]=1, predict the reactants needed to synthesize it. (5) Given the product [CH:25]([C:28]1[CH:29]=[CH:30][C:31]([S:34]([NH:37][C:2]2[C:7]([O:8][C:9]3[CH:14]=[CH:13][CH:12]=[CH:11][C:10]=3[O:15][CH3:16])=[C:6]([Cl:17])[N:5]=[C:4]([C:18]3[CH:23]=[CH:22][N:21]=[CH:20][CH:19]=3)[N:3]=2)(=[O:36])=[O:35])=[N:32][CH:33]=1)([CH3:27])[CH3:26], predict the reactants needed to synthesize it. The reactants are: Cl[C:2]1[C:7]([O:8][C:9]2[CH:14]=[CH:13][CH:12]=[CH:11][C:10]=2[O:15][CH3:16])=[C:6]([Cl:17])[N:5]=[C:4]([C:18]2[CH:23]=[CH:22][N:21]=[CH:20][CH:19]=2)[N:3]=1.[K+].[CH:25]([C:28]1[CH:29]=[CH:30][C:31]([S:34]([NH-:37])(=[O:36])=[O:35])=[N:32][CH:33]=1)([CH3:27])[CH3:26]. (6) Given the product [Si:1]([O:8][CH2:9][C:10]1[N:11]([CH3:25])[C:12]2[CH:13]=[CH:14][C:15]3[CH:23]([OH:24])[CH2:22][CH2:21][CH2:20][CH2:19][C:16]=3[C:17]=2[CH:18]=1)([C:4]([CH3:7])([CH3:6])[CH3:5])([CH3:3])[CH3:2], predict the reactants needed to synthesize it. The reactants are: [Si:1]([O:8][CH2:9][C:10]1[N:11]([CH3:25])[C:12]2[CH:13]=[CH:14][C:15]3[CH:23]([OH:24])[CH2:22][CH2:21][CH:20]=[CH:19][C:16]=3[C:17]=2[CH:18]=1)([C:4]([CH3:7])([CH3:6])[CH3:5])([CH3:3])[CH3:2].